From a dataset of NCI-60 drug combinations with 297,098 pairs across 59 cell lines. Regression. Given two drug SMILES strings and cell line genomic features, predict the synergy score measuring deviation from expected non-interaction effect. (1) Drug 1: C1=C(C(=O)NC(=O)N1)N(CCCl)CCCl. Drug 2: CC1=C2C(C(=O)C3(C(CC4C(C3C(C(C2(C)C)(CC1OC(=O)C(C(C5=CC=CC=C5)NC(=O)C6=CC=CC=C6)O)O)OC(=O)C7=CC=CC=C7)(CO4)OC(=O)C)O)C)OC(=O)C. Cell line: SF-295. Synergy scores: CSS=23.3, Synergy_ZIP=-7.58, Synergy_Bliss=-8.87, Synergy_Loewe=-10.2, Synergy_HSA=-6.39. (2) Drug 1: C1CC(C1)(C(=O)O)C(=O)O.[NH2-].[NH2-].[Pt+2]. Drug 2: CC(C)CN1C=NC2=C1C3=CC=CC=C3N=C2N. Cell line: MALME-3M. Synergy scores: CSS=12.6, Synergy_ZIP=3.20, Synergy_Bliss=5.08, Synergy_Loewe=4.49, Synergy_HSA=4.61. (3) Drug 1: CC1=C(C=C(C=C1)NC(=O)C2=CC=C(C=C2)CN3CCN(CC3)C)NC4=NC=CC(=N4)C5=CN=CC=C5. Drug 2: COC1=NC(=NC2=C1N=CN2C3C(C(C(O3)CO)O)O)N. Cell line: CCRF-CEM. Synergy scores: CSS=44.7, Synergy_ZIP=0.902, Synergy_Bliss=-0.772, Synergy_Loewe=-19.0, Synergy_HSA=-3.69. (4) Drug 1: C1CN(CCN1C(=O)CCBr)C(=O)CCBr. Drug 2: CCC1(C2=C(COC1=O)C(=O)N3CC4=CC5=C(C=CC(=C5CN(C)C)O)N=C4C3=C2)O.Cl. Cell line: EKVX. Synergy scores: CSS=19.4, Synergy_ZIP=-4.69, Synergy_Bliss=-1.86, Synergy_Loewe=-1.49, Synergy_HSA=-1.87. (5) Drug 1: CN1C(=O)N2C=NC(=C2N=N1)C(=O)N. Drug 2: CCN(CC)CCCC(C)NC1=C2C=C(C=CC2=NC3=C1C=CC(=C3)Cl)OC. Cell line: EKVX. Synergy scores: CSS=12.0, Synergy_ZIP=-2.05, Synergy_Bliss=-1.73, Synergy_Loewe=-39.4, Synergy_HSA=-6.54. (6) Drug 1: CN1C(=O)N2C=NC(=C2N=N1)C(=O)N. Drug 2: CC1CCC2CC(C(=CC=CC=CC(CC(C(=O)C(C(C(=CC(C(=O)CC(OC(=O)C3CCCCN3C(=O)C(=O)C1(O2)O)C(C)CC4CCC(C(C4)OC)O)C)C)O)OC)C)C)C)OC. Cell line: UACC-257. Synergy scores: CSS=-7.01, Synergy_ZIP=4.18, Synergy_Bliss=2.11, Synergy_Loewe=-4.35, Synergy_HSA=-4.61. (7) Drug 2: CCN(CC)CCNC(=O)C1=C(NC(=C1C)C=C2C3=C(C=CC(=C3)F)NC2=O)C. Cell line: DU-145. Synergy scores: CSS=7.68, Synergy_ZIP=-0.886, Synergy_Bliss=3.01, Synergy_Loewe=0.577, Synergy_HSA=0.911. Drug 1: C1CCC(CC1)NC(=O)N(CCCl)N=O. (8) Drug 1: C1=CC(=CC=C1CCCC(=O)O)N(CCCl)CCCl. Drug 2: CCN(CC)CCCC(C)NC1=C2C=C(C=CC2=NC3=C1C=CC(=C3)Cl)OC. Cell line: SF-539. Synergy scores: CSS=40.0, Synergy_ZIP=-7.85, Synergy_Bliss=-4.44, Synergy_Loewe=-3.10, Synergy_HSA=-1.93.